Dataset: Forward reaction prediction with 1.9M reactions from USPTO patents (1976-2016). Task: Predict the product of the given reaction. (1) Given the reactants O[CH2:2][CH2:3][N:4]([CH:31]([CH3:33])[CH3:32])[C:5]([C:7]1[NH:8][C:9]([CH2:22][C:23]2[C:28]([Cl:29])=[CH:27][CH:26]=[CH:25][C:24]=2[Cl:30])=[N:10][C:11](=[O:21])[C:12]=1[O:13][CH2:14][C:15]1[CH:20]=[CH:19][CH:18]=[CH:17][CH:16]=1)=[O:6].C1C=CC(P(C2C=CC=CC=2)C2C=CC=CC=2)=CC=1.N(C(OC(C)C)=O)=NC(OC(C)C)=O.ClCCl.CO, predict the reaction product. The product is: [CH2:14]([O:13][C:12]1[C:11](=[O:21])[N:10]=[C:9]([CH2:22][C:23]2[C:28]([Cl:29])=[CH:27][CH:26]=[CH:25][C:24]=2[Cl:30])[N:8]2[CH2:2][CH2:3][N:4]([CH:31]([CH3:33])[CH3:32])[C:5](=[O:6])[C:7]=12)[C:15]1[CH:20]=[CH:19][CH:18]=[CH:17][CH:16]=1. (2) Given the reactants [NH2:1][C@@H:2]1[CH2:6][CH2:5][N:4]([C:7]2[N:15]=[C:14]3[C:10]([N:11]=[CH:12][N:13]3[C@@H:16]3[CH2:20][C@H:19]([N:21]4[N:25]=[C:24]([CH2:26][CH3:27])[CH:23]=[N:22]4)[C@@H:18]([OH:28])[C@H:17]3[OH:29])=[C:9]([NH:30][CH2:31][CH:32]([C:39]3[CH:44]=[CH:43][CH:42]=[CH:41][CH:40]=3)[C:33]3[CH:38]=[CH:37][CH:36]=[CH:35][CH:34]=3)[N:8]=2)[CH2:3]1.[ClH:45].C1(C(C2C=CC=CC=2)CNC2N=C(N3CC[C@@H](N[C:70]([NH:72][CH2:73][C:74]4[CH:79]=[CH:78][CH:77]=[CH:76][N:75]=4)=[O:71])C3)N=C3C=2N=CN3[C@@H]2C[C@H](N3N=NC(CC)=N3)[C@@H](O)[C@H]2O)C=CC=CC=1, predict the reaction product. The product is: [ClH:45].[C:33]1([CH:32]([C:39]2[CH:40]=[CH:41][CH:42]=[CH:43][CH:44]=2)[CH2:31][NH:30][C:9]2[N:8]=[C:7]([N:4]3[CH2:5][CH2:6][C@@H:2]([NH:1][C:70]([NH:72][CH2:73][C:74]4[CH:79]=[CH:78][CH:77]=[CH:76][N:75]=4)=[O:71])[CH2:3]3)[N:15]=[C:14]3[C:10]=2[N:11]=[CH:12][N:13]3[C@@H:16]2[CH2:20][C@H:19]([N:21]3[N:25]=[C:24]([CH2:26][CH3:27])[CH:23]=[N:22]3)[C@@H:18]([OH:28])[C@H:17]2[OH:29])[CH:34]=[CH:35][CH:36]=[CH:37][CH:38]=1. (3) Given the reactants [F:1][C:2]([F:34])([F:33])[C:3]1[CH:4]=[C:5]([CH:26]=[C:27]([C:29]([F:32])([F:31])[F:30])[CH:28]=1)[CH2:6][NH:7][CH:8]1[CH2:14][CH2:13][CH2:12][N:11]([C:15]([O:17][CH:18]([CH3:20])[CH3:19])=[O:16])[C:10]2[CH:21]=[C:22]([Cl:25])[CH:23]=[CH:24][C:9]1=2.[CH2:35]=[C:36]1[O:40][C:38](=[O:39])[CH2:37]1, predict the reaction product. The product is: [F:34][C:2]([F:1])([F:33])[C:3]1[CH:4]=[C:5]([CH:26]=[C:27]([C:29]([F:30])([F:31])[F:32])[CH:28]=1)[CH2:6][N:7]([C:38](=[O:39])[CH2:37][C:36](=[O:40])[CH3:35])[CH:8]1[CH2:14][CH2:13][CH2:12][N:11]([C:15]([O:17][CH:18]([CH3:20])[CH3:19])=[O:16])[C:10]2[CH:21]=[C:22]([Cl:25])[CH:23]=[CH:24][C:9]1=2. (4) Given the reactants [CH3:1][C:2]1[CH:7]=[CH:6][C:5]([SH:8])=[CH:4][CH:3]=1.[H-].[Na+].[CH2:11]([O:13][C:14](=[O:17])[CH2:15]Br)[CH3:12], predict the reaction product. The product is: [CH2:11]([O:13][C:14](=[O:17])[CH2:15][S:8][C:5]1[CH:6]=[CH:7][C:2]([CH3:1])=[CH:3][CH:4]=1)[CH3:12]. (5) Given the reactants [Cl:1][C:2]1[N:7]=[CH:6][C:5]([C:8]2[O:17][C:11]3[N:12]=[CH:13][NH:14][C:15](=O)[C:10]=3[C:9]=2[C:18]2[CH:23]=[CH:22][CH:21]=[CH:20][CH:19]=2)=[CH:4][CH:3]=1.P(Cl)(Cl)([Cl:26])=O, predict the reaction product. The product is: [Cl:26][C:15]1[C:10]2[C:9]([C:18]3[CH:23]=[CH:22][CH:21]=[CH:20][CH:19]=3)=[C:8]([C:5]3[CH:6]=[N:7][C:2]([Cl:1])=[CH:3][CH:4]=3)[O:17][C:11]=2[N:12]=[CH:13][N:14]=1. (6) Given the reactants [Cl:1][C:2]1[N:7]=[C:6]([C:8]#[C:9][C:10]2[CH:15]=[CH:14][CH:13]=[CH:12][C:11]=2[CH2:16][C:17]([NH2:19])=[O:18])[C:5]([Cl:20])=[CH:4][N:3]=1, predict the reaction product. The product is: [Cl:1][C:2]1[N:7]=[C:6]([CH2:8][CH2:9][C:10]2[CH:15]=[CH:14][CH:13]=[CH:12][C:11]=2[CH2:16][C:17]([NH2:19])=[O:18])[C:5]([Cl:20])=[CH:4][N:3]=1.